Task: Predict the product of the given reaction.. Dataset: Forward reaction prediction with 1.9M reactions from USPTO patents (1976-2016) (1) Given the reactants [Cl:1][C:2]1[CH:7]=[CH:6][CH:5]=[CH:4][C:3]=1[C:8]1[N:13]=[CH:12][C:11]([NH:14][C:15]2[CH:24]=[CH:23][C:22]([CH:25]3[CH2:27][CH2:26]3)=[CH:21][C:16]=2[C:17]([O:19]C)=[O:18])=[CH:10][N:9]=1.[OH-].[Na+], predict the reaction product. The product is: [Cl:1][C:2]1[CH:7]=[CH:6][CH:5]=[CH:4][C:3]=1[C:8]1[N:9]=[CH:10][C:11]([NH:14][C:15]2[CH:24]=[CH:23][C:22]([CH:25]3[CH2:26][CH2:27]3)=[CH:21][C:16]=2[C:17]([OH:19])=[O:18])=[CH:12][N:13]=1. (2) Given the reactants C([O-])([O-])=O.[K+].[K+].[C:18]([O:17][C:15](O[C:15]([O:17][C:18]([CH3:21])([CH3:20])[CH3:19])=[O:16])=[O:16])([CH3:21])([CH3:20])[CH3:19].C(O)(=O)C.[CH2:26]([O:28][C:29]([CH:31]1[CH2:36][CH:35]([C:37]([O:39][CH2:40][CH3:41])=[O:38])[CH2:34][NH:33][CH2:32]1)=[O:30])[CH3:27], predict the reaction product. The product is: [CH2:40]([O:39][C:37]([CH:35]1[CH2:36][CH:31]([C:29]([O:28][CH2:26][CH3:27])=[O:30])[CH2:32][N:33]([C:15]([O:17][C:18]([CH3:19])([CH3:20])[CH3:21])=[O:16])[CH2:34]1)=[O:38])[CH3:41]. (3) Given the reactants C([N:8]1[CH2:13][CH2:12][CH:11]([NH:14][S:15]([C:18]2[CH:23]=[CH:22][C:21]([C:24]3[NH:25][C:26](=[O:40])[C:27]4[N:32]([CH:33]5[CH2:38][CH2:37][CH2:36][CH2:35][CH2:34]5)[N:31]=[C:30]([CH3:39])[C:28]=4[N:29]=3)=[C:20]([O:41][CH3:42])[CH:19]=2)(=[O:17])=[O:16])[CH2:10][CH2:9]1)C1C=CC=CC=1.[Cl:43]C(OC(Cl)C)=O, predict the reaction product. The product is: [ClH:43].[CH:33]1([N:32]2[C:27]3[C:26](=[O:40])[NH:25][C:24]([C:21]4[CH:22]=[CH:23][C:18]([S:15]([NH:14][CH:11]5[CH2:12][CH2:13][NH:8][CH2:9][CH2:10]5)(=[O:17])=[O:16])=[CH:19][C:20]=4[O:41][CH3:42])=[N:29][C:28]=3[C:30]([CH3:39])=[N:31]2)[CH2:34][CH2:35][CH2:36][CH2:37][CH2:38]1. (4) Given the reactants [F:1][C:2]1[CH:11]=[C:10]2[C:5]([CH:6]=[CH:7][C:8](=[O:28])[N:9]2[CH2:12][CH2:13][N:14]2[CH2:19][CH2:18][CH:17]([NH:20]C(=O)OC(C)(C)C)[CH2:16][CH2:15]2)=[N:4][CH:3]=1.Cl.C(O)C, predict the reaction product. The product is: [NH2:20][CH:17]1[CH2:16][CH2:15][N:14]([CH2:13][CH2:12][N:9]2[C:10]3[C:5](=[N:4][CH:3]=[C:2]([F:1])[CH:11]=3)[CH:6]=[CH:7][C:8]2=[O:28])[CH2:19][CH2:18]1. (5) The product is: [NH:30]1[C:4]2[C:5]3[C:6]([CH:7]=[CH:8][C:3]=2[N:2]=[N:31]1)=[CH:9][CH:22]=[CH:17][CH:28]=3. Given the reactants C[NH:2][C:3]1[CH:8]=[CH:7][C:6]2[C:9]3(O[C:28](=O)[C:5]=2[C:4]=1[NH2:30])[C:22]1[C:17](=CC(O)=C(F)C=1)OC1C3=CC(F)=C(O)C=1.[NH2:31]C1C(N)=CC2C(=CC=CC=2)C=1.N#[O+].[N]=O, predict the reaction product.